The task is: Predict which catalyst facilitates the given reaction.. This data is from Catalyst prediction with 721,799 reactions and 888 catalyst types from USPTO. (1) Reactant: [CH3:1][C:2]1([CH3:23])[O:6][C@@H:5]2[C@@H:7]([CH2:20][NH:21][CH3:22])[O:8][C@@H:9]([N:10]3[CH:18]=[N:17][C:16]4[C:11]3=[N:12][CH:13]=[N:14][C:15]=4[NH2:19])[C@@H:4]2[O:3]1.O=[CH:25][CH2:26][CH2:27][NH:28][C:29](=[O:38])[O:30][CH2:31][C:32]1[CH:37]=[CH:36][CH:35]=[CH:34][CH:33]=1.C(O)(=O)C.[BH-](OC(C)=O)(OC(C)=O)OC(C)=O.[Na+]. Product: [NH2:19][C:15]1[N:14]=[CH:13][N:12]=[C:11]2[C:16]=1[N:17]=[CH:18][N:10]2[C@H:9]1[C@@H:4]2[O:3][C:2]([CH3:1])([CH3:23])[O:6][C@@H:5]2[C@@H:7]([CH2:20][N:21]([CH3:22])[CH2:25][CH2:26][CH2:27][NH:28][C:29](=[O:38])[O:30][CH2:31][C:32]2[CH:37]=[CH:36][CH:35]=[CH:34][CH:33]=2)[O:8]1. The catalyst class is: 2. (2) Reactant: [C:1]([C:3]1[CH:4]=[C:5]2[C:10](=[CH:11][C:12]=1[O:13][CH2:14][C@H:15]1[CH2:17][O:16]1)[N:9]=[CH:8][CH:7]=[C:6]2[O:18][C:19]1[CH:24]=[CH:23][C:22]([NH:25][C:26]([NH:28][C:29]2[CH:34]=[CH:33][C:32]([F:35])=[CH:31][CH:30]=2)=[O:27])=[CH:21][CH:20]=1)#[N:2].[CH2:36]([NH:38][CH2:39][CH3:40])[CH3:37]. Product: [C:1]([C:3]1[CH:4]=[C:5]2[C:10](=[CH:11][C:12]=1[O:13][CH2:14][C@H:15]([OH:16])[CH2:17][N:38]([CH2:39][CH3:40])[CH2:36][CH3:37])[N:9]=[CH:8][CH:7]=[C:6]2[O:18][C:19]1[CH:24]=[CH:23][C:22]([NH:25][C:26]([NH:28][C:29]2[CH:30]=[CH:31][C:32]([F:35])=[CH:33][CH:34]=2)=[O:27])=[CH:21][CH:20]=1)#[N:2]. The catalyst class is: 7. (3) Reactant: Cl[C:2]1([F:19])[C:12]([N:13]2[CH2:18][CH2:17][O:16][CH2:15][CH2:14]2)=[CH:11][CH:10]=[C:4]([NH:5][CH2:6][C@H:7]([OH:9])[CH3:8])[CH2:3]1.[C:20]1(=[O:30])[NH:24][C:23](=[O:25])[C:22]2=[CH:26][CH:27]=[CH:28][CH:29]=[C:21]12.[K].CN(C)C=O. Product: [C:20]1(=[O:30])[N:24]([CH2:8][C@H:7]([OH:9])[CH2:6][NH:5][C:4]2[CH:10]=[CH:11][C:12]([N:13]3[CH2:18][CH2:17][O:16][CH2:15][CH2:14]3)=[C:2]([F:19])[CH:3]=2)[C:23](=[O:25])[C:22]2=[CH:26][CH:27]=[CH:28][CH:29]=[C:21]12. The catalyst class is: 6. (4) Reactant: [C:1]([OH:10])(=[O:9])[C@@H:2]([C@H:4]([C:6]([OH:8])=[O:7])[OH:5])[OH:3].[CH2:11]1[NH:16][CH2:15][C@@H:14]([OH:17])[C@H:13]([OH:18])[C@H:12]1[CH2:19][OH:20]. Product: [CH2:11]1[NH:16][CH2:15][C@@H:14]([OH:17])[C@H:13]([OH:18])[C@H:12]1[CH2:19][OH:20].[C:6]([C@@H:4]([C@H:2]([C:1]([O-:10])=[O:9])[OH:3])[OH:5])([O-:8])=[O:7]. The catalyst class is: 6. (5) Reactant: Cl.[C:2]([O:18][CH3:19])(=[O:17])/[CH:3]=[CH:4]/[C:5]([O:7][CH2:8][C:9](=[O:16])[N:10]1[CH2:15][CH2:14][NH:13][CH2:12][CH2:11]1)=[O:6].[CH2:20](Br)[C:21]1[CH:26]=[CH:25][CH:24]=[CH:23][CH:22]=1.C(N(C(C)C)CC)(C)C. Product: [C:2]([O:18][CH3:19])(=[O:17])/[CH:3]=[CH:4]/[C:5]([O:7][CH2:8][C:9]([N:10]1[CH2:15][CH2:14][N:13]([CH2:20][C:21]2[CH:26]=[CH:25][CH:24]=[CH:23][CH:22]=2)[CH2:12][CH2:11]1)=[O:16])=[O:6]. The catalyst class is: 4. (6) Reactant: [CH2:1]([N:3]1[C:7]2=[N:8][C:9]([CH2:48][CH3:49])=[C:10]([CH2:19][NH:20][C:21]([C:23]3[CH:28]=[CH:27][CH:26]=[C:25]([C:29]([NH:31][CH2:32][C:33]4[CH:34]=[C:35]([C:40]5[CH:45]=[CH:44][CH:43]=[C:42]([CH:46]=O)[CH:41]=5)[C:36]([CH3:39])=[CH:37][CH:38]=4)=[O:30])[CH:24]=3)=[O:22])[C:11]([NH:12][CH:13]3[CH2:18][CH2:17][O:16][CH2:15][CH2:14]3)=[C:6]2[CH:5]=[N:4]1)[CH3:2].[CH3:50][C@@H:51]1[CH2:56][NH:55][CH2:54][C@H:53]([CH3:57])[NH:52]1.C(O)(=O)C.C(O[BH-](OC(=O)C)OC(=O)C)(=O)C.[Na+]. Product: [CH2:1]([N:3]1[C:7]2=[N:8][C:9]([CH2:48][CH3:49])=[C:10]([CH2:19][NH:20][C:21]([C:23]3[CH:28]=[CH:27][CH:26]=[C:25]([C:29]([NH:31][CH2:32][C:33]4[CH:34]=[C:35]([C:40]5[CH:45]=[CH:44][CH:43]=[C:42]([CH2:46][N:55]6[CH2:54][C@H:53]([CH3:57])[NH:52][C@H:51]([CH3:50])[CH2:56]6)[CH:41]=5)[C:36]([CH3:39])=[CH:37][CH:38]=4)=[O:30])[CH:24]=3)=[O:22])[C:11]([NH:12][CH:13]3[CH2:14][CH2:15][O:16][CH2:17][CH2:18]3)=[C:6]2[CH:5]=[N:4]1)[CH3:2]. The catalyst class is: 2. (7) Reactant: [C:1]1([C:7]2[N:8]=[N:9][CH:10]=[C:11]([C:20]3[CH:25]=[CH:24][CH:23]=[CH:22][CH:21]=3)[C:12]=2[C:13]2[O:14][CH:15]=[C:16]([CH:18]=[CH2:19])[N:17]=2)[CH:6]=[CH:5][CH:4]=[CH:3][CH:2]=1. Product: [C:1]1([C:7]2[N:8]=[N:9][CH:10]=[C:11]([C:20]3[CH:21]=[CH:22][CH:23]=[CH:24][CH:25]=3)[C:12]=2[C:13]2[O:14][CH:15]=[C:16]([CH2:18][CH3:19])[N:17]=2)[CH:6]=[CH:5][CH:4]=[CH:3][CH:2]=1. The catalyst class is: 19.